This data is from Catalyst prediction with 721,799 reactions and 888 catalyst types from USPTO. The task is: Predict which catalyst facilitates the given reaction. (1) The catalyst class is: 9. Reactant: C(N(CC)CC)C.[CH3:8][C:9]1([CH3:17])[O:14][C:13](=[O:15])[CH2:12][C:11](=[O:16])[O:10]1.[Cl:18][C:19]1[CH:24]=[CH:23][CH:22]=[C:21]([N:25]=[C:26]=[O:27])[CH:20]=1.Cl. Product: [Cl:18][C:19]1[CH:20]=[C:21]([NH:25][C:26]([OH:27])=[C:12]2[C:13](=[O:15])[O:14][C:9]([CH3:17])([CH3:8])[O:10][C:11]2=[O:16])[CH:22]=[CH:23][CH:24]=1. (2) Reactant: [CH3:1][C:2]([CH3:8])([CH2:6][OH:7])[C:3]([OH:5])=[O:4].[C:9](Cl)(=[O:11])[CH3:10]. Product: [C:9]([O:7][CH2:6][C:2]([CH3:8])([CH3:1])[C:3]([OH:5])=[O:4])(=[O:11])[CH3:10]. The catalyst class is: 17. (3) Reactant: [Br:1][C:2]1[CH:3]=[CH:4][C:5]2[N:6]([C:8](I)=[CH:9][N:10]=2)[CH:7]=1.[Cl:12][C:13]1[CH:18]=[CH:17][C:16](B(O)O)=[CH:15][CH:14]=1.[O-]P([O-])([O-])=O.[K+].[K+].[K+]. Product: [Br:1][C:2]1[CH:3]=[CH:4][C:5]2[N:6]([C:8]([C:16]3[CH:17]=[CH:18][C:13]([Cl:12])=[CH:14][CH:15]=3)=[CH:9][N:10]=2)[CH:7]=1. The catalyst class is: 339.